Dataset: Reaction yield outcomes from USPTO patents with 853,638 reactions. Task: Predict the reaction yield, written as a fraction of the theoretical maximum amount of product (1.0 means a 100% yield; for example, 0.34 means a 34% yield). (1) The product is [NH2:12][C:8]1[CH:9]=[CH:10][CH:11]=[C:2]([CH3:1])[C:3]=1[C:4]([O:6][CH3:7])=[O:5]. The yield is 0.970. The catalyst is CO.[C].[Pd]. The reactants are [CH3:1][C:2]1[CH:11]=[CH:10][CH:9]=[C:8]([N+:12]([O-])=O)[C:3]=1[C:4]([O:6][CH3:7])=[O:5]. (2) The reactants are [P:1]([O:5][CH2:6][C@@H:7]1[C@@H:11]([O:12][P:13]([O:16][CH2:17][C@@H:18]2[C@@H:22]([OH:23])[C@@H:21]([OH:24])[C@H:20]([N:25]3[CH:33]=[N:32][C:31]4[C:26]3=[N:27][CH:28]=[N:29][C:30]=4[NH2:34])[O:19]2)([OH:15])=[O:14])[CH2:10][C@H:9]([N:35]2[CH:40]=[CH:39][C:38]([NH2:41])=[N:37][C:36]2=[O:42])[O:8]1)([OH:4])([OH:3])=[O:2].C([N+](CCCC)(CCCC)CCCC)CCC.P(OC[C@@H]1[C@@H](OP(OC[C@@H]2[C@@H](O)[C@@H](O)[C@H](N3C=NC4C3=NC=NC=4N)O2)(O)=O)C[C@H](N2C=CC(N)=NC2=O)O1)(O)(O)=O.[CH3:102][N:103]([CH2:110][C:111](OCC#N)=[O:112])[C:104](=[O:109])[CH2:105][CH2:106][CH:107]=[CH2:108]. The catalyst is O1CCCC1. The product is [CH3:102][N:103]([CH2:110][C:111]([O:23][C@H:22]1[C@@H:21]([OH:24])[C@H:20]([N:25]2[CH:33]=[N:32][C:31]3[C:26]2=[N:27][CH:28]=[N:29][C:30]=3[NH2:34])[O:19][C@@H:18]1[CH2:17][O:16][P:13]([O:12][C@H:11]1[CH2:10][C@H:9]([N:35]2[CH:40]=[CH:39][C:38]([NH2:41])=[N:37][C:36]2=[O:42])[O:8][C@@H:7]1[CH2:6][O:5][P:1]([OH:4])([OH:3])=[O:2])([OH:15])=[O:14])=[O:112])[C:104](=[O:109])[CH2:105][CH2:106][CH:107]=[CH2:108]. The yield is 0.110. (3) The reactants are [N+:1]([C:4]1[CH:20]=[CH:19][C:7]2[O:8][CH2:9][CH2:10][N:11]([C:12]([O:14][C:15]([CH3:18])([CH3:17])[CH3:16])=[O:13])[C:6]=2[CH:5]=1)([O-])=O.[NH4+].[Cl-]. The catalyst is C1COCC1.CO.O.[Fe]. The product is [NH2:1][C:4]1[CH:20]=[CH:19][C:7]2[O:8][CH2:9][CH2:10][N:11]([C:12]([O:14][C:15]([CH3:16])([CH3:17])[CH3:18])=[O:13])[C:6]=2[CH:5]=1. The yield is 0.890. (4) The reactants are [CH3:1][O:2][C:3](=[O:14])[C:4]1[CH:9]=[C:8]([O:10][CH3:11])[CH:7]=[C:6]([O:12][CH3:13])[CH:5]=1.C1C(=O)N([Br:22])C(=O)C1.[O-]S([O-])=O.[Na+].[Na+]. The catalyst is CC#N. The product is [CH3:1][O:2][C:3](=[O:14])[C:4]1[CH:5]=[C:6]([O:12][CH3:13])[CH:7]=[C:8]([O:10][CH3:11])[C:9]=1[Br:22]. The yield is 0.930. (5) The reactants are [CH2:1]([O:8][C:9]1[C:10](=[O:17])[N:11]([CH3:16])[CH:12]=[C:13](Br)[CH:14]=1)[C:2]1[CH:7]=[CH:6][CH:5]=[CH:4][CH:3]=1.[C:18]1([C:27]2[CH:32]=[CH:31][CH:30]=[CH:29][CH:28]=2)[CH:23]=[CH:22][CH:21]=[C:20](B(O)O)[CH:19]=1.C(Cl)Cl.C([O-])([O-])=O.[Na+].[Na+]. The catalyst is C1C=CC(P(C2C=CC=CC=2)[C-]2C=CC=C2)=CC=1.C1C=CC(P(C2C=CC=CC=2)[C-]2C=CC=C2)=CC=1.Cl[Pd]Cl.[Fe+2].C1COCC1. The product is [CH2:1]([O:8][C:9]1[C:10](=[O:17])[N:11]([CH3:16])[CH:12]=[C:13]([C:29]2[CH:28]=[C:27]([C:18]3[CH:23]=[CH:22][CH:21]=[CH:20][CH:19]=3)[CH:32]=[CH:31][CH:30]=2)[CH:14]=1)[C:2]1[CH:7]=[CH:6][CH:5]=[CH:4][CH:3]=1. The yield is 0.720. (6) The reactants are [CH2:1]([Mg]Br)[CH3:2].[Cl:5][C:6]1[CH:11]=[C:10]([CH3:12])[C:9]([NH:13][C:14]2[N:18]([CH3:19])[C:17]3[C:20]([C:24]#N)=[CH:21][CH:22]=[CH:23][C:16]=3[N:15]=2)=[C:8]([O:26][CH3:27])[CH:7]=1.[O:28]1CCCC1. No catalyst specified. The product is [Cl:5][C:6]1[CH:11]=[C:10]([CH3:12])[C:9]([NH:13][C:14]2[N:18]([CH3:19])[C:17]3[C:20]([C:24](=[O:28])[CH2:1][CH3:2])=[CH:21][CH:22]=[CH:23][C:16]=3[N:15]=2)=[C:8]([O:26][CH3:27])[CH:7]=1. The yield is 0.790. (7) The yield is 0.764. No catalyst specified. The reactants are [C:1]1([CH:7]=[CH:8][C:9]2[CH:14]=[CH:13][CH:12]=[CH:11][C:10]=2[N+:15]([O-])=O)[CH:6]=[CH:5][CH:4]=[CH:3][CH:2]=1.Cl.[Sn]. The product is [C:1]1([CH:7]=[CH:8][C:9]2[CH:14]=[CH:13][CH:12]=[CH:11][C:10]=2[NH2:15])[CH:2]=[CH:3][CH:4]=[CH:5][CH:6]=1.